From a dataset of Catalyst prediction with 721,799 reactions and 888 catalyst types from USPTO. Predict which catalyst facilitates the given reaction. (1) Reactant: NCC(C1C=CC(Br)=CC=1)=O.[C:12]([O:16][C:17]([N:19]1[CH:24](C(O)=O)[CH:23]2[CH2:28][CH:20]1[CH2:21][CH2:22]2)=[O:18])([CH3:15])([CH3:14])[CH3:13].CN(C(ON1N=NC2C=CC=NC1=2)=[N+](C)C)C.F[P-](F)(F)(F)(F)F.C(N(C(C)C)CC)(C)C. Product: [C:12]([O:16][C:17]([N:19]1[CH2:24][CH:23]2[CH2:28][CH:20]1[CH2:21][CH2:22]2)=[O:18])([CH3:15])([CH3:13])[CH3:14]. The catalyst class is: 31. (2) Reactant: Cl[C:2]1[C:3]2[C:4](=[CH:15][N:16](CC3C=CC(OC)=CC=3)[N:17]=2)[N:5]=[C:6]([C:8]2[CH:13]=[CH:12][CH:11]=[C:10]([F:14])[CH:9]=2)[N:7]=1.[CH3:27][O:28][C:29]1[CH:30]=[C:31]([CH:33]=[CH:34][C:35]=1[O:36][CH3:37])[NH2:32].Cl. Product: [CH3:27][O:28][C:29]1[CH:30]=[C:31]([NH:32][C:2]2[C:3]3[NH:17][N:16]=[CH:15][C:4]=3[N:5]=[C:6]([C:8]3[CH:13]=[CH:12][CH:11]=[C:10]([F:14])[CH:9]=3)[N:7]=2)[CH:33]=[CH:34][C:35]=1[O:36][CH3:37]. The catalyst class is: 71. (3) Reactant: [O:1]1[CH:5]=[CH:4][CH:3]=[C:2]1[C:6]1[CH:35]=[CH:34][C:9]([C:10]([N:12]([CH2:16][C:17]2[CH:33]=[CH:32][CH:31]=[CH:30][C:18]=2[O:19][CH2:20][CH2:21][CH2:22][CH2:23][CH2:24][CH2:25][C:26]([O:28]C)=[O:27])[CH:13]([CH3:15])[CH3:14])=[O:11])=[CH:8][CH:7]=1.O.[OH-].[Li+]. Product: [O:1]1[CH:5]=[CH:4][CH:3]=[C:2]1[C:6]1[CH:7]=[CH:8][C:9]([C:10]([N:12]([CH2:16][C:17]2[CH:33]=[CH:32][CH:31]=[CH:30][C:18]=2[O:19][CH2:20][CH2:21][CH2:22][CH2:23][CH2:24][CH2:25][C:26]([OH:28])=[O:27])[CH:13]([CH3:15])[CH3:14])=[O:11])=[CH:34][CH:35]=1. The catalyst class is: 20. (4) Reactant: [N+:1]([C:4]1[CH:5]=[C:6]2[C:10](=[CH:11][CH:12]=1)[NH:9][C:8]([C:13]([O:15]CC)=[O:14])=[CH:7]2)([O-])=O.[CH2:18]=O.[CH2:20]1[CH2:24]O[CH2:22][CH2:21]1. Product: [NH:9]1[C:10]2[C:6](=[CH:5][CH:4]=[CH:12][CH:11]=2)[CH:7]=[C:8]1[C:13]([OH:15])=[O:14].[CH2:21]([C:20]1[NH:1][C:4]2[C:12]([CH:24]=1)=[CH:11][C:10]([N:9]([CH3:8])[CH3:18])=[CH:6][CH:5]=2)[CH3:22]. The catalyst class is: 45. (5) Reactant: [Cl:1][C:2]1[C:3]([O:12][C:13]2[CH:18]=[C:17]([O:19][CH2:20][CH2:21][O:22][CH2:23][CH2:24][O:25][CH3:26])[CH:16]=[CH:15][C:14]=2/[CH:27]=[CH:28]/[C:29]([OH:31])=O)=[N:4][CH:5]=[C:6]([C:8]([F:11])([F:10])[F:9])[CH:7]=1.Cl.C(N=C=NCCCN(C)C)C.[CH2:44]([S:49]([NH2:52])(=[O:51])=[O:50])[CH2:45][CH2:46][CH2:47][CH3:48].Cl. Product: [Cl:1][C:2]1[C:3]([O:12][C:13]2[CH:18]=[C:17]([O:19][CH2:20][CH2:21][O:22][CH2:23][CH2:24][O:25][CH3:26])[CH:16]=[CH:15][C:14]=2/[CH:27]=[CH:28]/[C:29]([NH:52][S:49]([CH2:44][CH2:45][CH2:46][CH2:47][CH3:48])(=[O:51])=[O:50])=[O:31])=[N:4][CH:5]=[C:6]([C:8]([F:10])([F:9])[F:11])[CH:7]=1. The catalyst class is: 766. (6) Reactant: [Cl:1][C:2]1[CH:7]=[CH:6][CH:5]=[C:4]([CH3:8])[C:3]=1[CH2:9]O.C1C=CC(P(C2C=CC=CC=2)C2C=CC=CC=2)=CC=1.C1C(=O)N([Br:37])C(=O)C1. Product: [Br:37][CH2:9][C:3]1[C:4]([CH3:8])=[CH:5][CH:6]=[CH:7][C:2]=1[Cl:1]. The catalyst class is: 34. (7) Reactant: C(OC(=O)[NH:10][C@@H:11]1[CH2:14][C@H:13]([C:15](=[O:17])[NH2:16])[C:12]1([CH3:19])[CH3:18])C1C=CC=CC=1. Product: [NH2:10][C@@H:11]1[CH2:14][C@H:13]([C:15]([NH2:16])=[O:17])[C:12]1([CH3:19])[CH3:18]. The catalyst class is: 43.